This data is from Forward reaction prediction with 1.9M reactions from USPTO patents (1976-2016). The task is: Predict the product of the given reaction. Given the reactants [NH2:1][C:2]1[C:11]([C:12]2[S:13][C:14]3[CH:20]=[CH:19][C:18]([NH2:21])=[CH:17][C:15]=3[CH:16]=2)=[CH:10][C:5]([C:6]([O:8][CH3:9])=[O:7])=[CH:4][N:3]=1.[C:22]1([CH3:31])[CH:27]=[CH:26][CH:25]=[C:24]([N:28]=[C:29]=[O:30])[CH:23]=1, predict the reaction product. The product is: [NH2:1][C:2]1[C:11]([C:12]2[S:13][C:14]3[CH:20]=[CH:19][C:18]([NH:21][C:29]([NH:28][C:24]4[CH:25]=[CH:26][CH:27]=[C:22]([CH3:31])[CH:23]=4)=[O:30])=[CH:17][C:15]=3[CH:16]=2)=[CH:10][C:5]([C:6]([O:8][CH3:9])=[O:7])=[CH:4][N:3]=1.